Dataset: Full USPTO retrosynthesis dataset with 1.9M reactions from patents (1976-2016). Task: Predict the reactants needed to synthesize the given product. (1) Given the product [Cl:34][C:12]1[C:13]([CH:15]([S:24]([C:27]2[CH:28]=[CH:29][C:30]([Cl:33])=[CH:31][CH:32]=2)(=[O:26])=[O:25])[C:16]2[C:21]([F:22])=[CH:20][CH:19]=[CH:18][C:17]=2[F:23])=[CH:14][C:9]([NH:41][CH2:40][C:39]2[CH:42]=[CH:43][C:44]([O:45][CH3:46])=[C:37]([O:36][CH3:35])[CH:38]=2)=[N:10][CH:11]=1, predict the reactants needed to synthesize it. The reactants are: CN1CCCC1=O.Cl[C:9]1[CH:14]=[C:13]([CH:15]([S:24]([C:27]2[CH:32]=[CH:31][C:30]([Cl:33])=[CH:29][CH:28]=2)(=[O:26])=[O:25])[C:16]2[C:21]([F:22])=[CH:20][CH:19]=[CH:18][C:17]=2[F:23])[C:12]([Cl:34])=[CH:11][N:10]=1.[CH3:35][O:36][C:37]1[CH:38]=[C:39]([CH:42]=[CH:43][C:44]=1[O:45][CH3:46])[CH2:40][NH2:41].CCCCCC. (2) Given the product [F:16][C:17]1[CH:22]=[CH:21][C:20]([NH:23]/[N:24]=[C:2](/[CH3:15])\[CH2:3][O:4][C:5]2[CH:6]=[CH:7][C:8]([C:9]([O:11][CH3:12])=[O:10])=[CH:13][CH:14]=2)=[CH:19][CH:18]=1, predict the reactants needed to synthesize it. The reactants are: O=[C:2]([CH3:15])[CH2:3][O:4][C:5]1[CH:14]=[CH:13][C:8]([C:9]([O:11][CH3:12])=[O:10])=[CH:7][CH:6]=1.[F:16][C:17]1[CH:22]=[CH:21][C:20]([NH:23][NH2:24])=[CH:19][CH:18]=1. (3) Given the product [C:25]([N:4]1[CH2:5][C:6]2[CH:11]=[CH:10][C:9]([C:12]([O:14][CH3:15])=[O:13])=[CH:8][C:7]=2[O:1][CH2:2][CH2:3]1)(=[O:26])[C:24]([CH3:29])([CH3:28])[CH3:23], predict the reactants needed to synthesize it. The reactants are: [O:1]1[C:7]2[CH:8]=[C:9]([C:12]([O:14][CH3:15])=[O:13])[CH:10]=[CH:11][C:6]=2[CH2:5][NH:4][CH2:3][CH2:2]1.CCN(CC)CC.[CH3:23][C:24]([CH3:29])([CH3:28])[C:25](Cl)=[O:26]. (4) Given the product [F:1][C:2]1[CH:3]=[CH:4][C:5]([CH2:6][N:7]2[C:15]3[CH:14]=[CH:13][CH:12]=[CH:11][C:10]=3[C:9]3[CH2:16][C@H:17]4[CH2:20][O:21][C:29](=[O:30])[N:18]4[CH2:19][C:8]2=3)=[CH:22][CH:23]=1, predict the reactants needed to synthesize it. The reactants are: [F:1][C:2]1[CH:23]=[CH:22][C:5]([CH2:6][N:7]2[C:15]3[C:10](=[CH:11][CH:12]=[CH:13][CH:14]=3)[C:9]3[CH2:16][C@@H:17]([CH2:20][OH:21])[NH:18][CH2:19][C:8]2=3)=[CH:4][CH:3]=1.C1N=CN([C:29](N2C=NC=C2)=[O:30])C=1.CCN(CC)CC. (5) Given the product [Br:19][C:9]1[CH:10]=[C:11]2[C:6]([C:5]([CH3:14])([CH3:13])[CH2:4][CH2:3][C:2]2=[O:1])=[CH:7][C:8]=1[CH3:12], predict the reactants needed to synthesize it. The reactants are: [O:1]=[C:2]1[C:11]2[C:6](=[CH:7][C:8]([CH3:12])=[CH:9][CH:10]=2)[C:5]([CH3:14])([CH3:13])[CH2:4][CH2:3]1.[Cl-].[Al+3].[Cl-].[Cl-].[Br:19]Br.Cl. (6) Given the product [Cl:1][C:2]1[C:7]([Cl:8])=[CH:6][CH:5]=[CH:4][C:3]=1[CH2:9][CH:10]([CH3:24])[CH2:11][CH:12]([N:19]1[CH:23]=[N:22][CH:21]=[N:20]1)[CH:13]([OH:18])[C:14]([CH3:15])([CH3:16])[CH3:17], predict the reactants needed to synthesize it. The reactants are: [Cl:1][C:2]1[C:7]([Cl:8])=[CH:6][CH:5]=[CH:4][C:3]=1[CH2:9][CH:10]([CH3:24])[CH2:11][CH:12]([N:19]1[CH:23]=[N:22][CH:21]=[N:20]1)[C:13](=[O:18])[C:14]([CH3:17])([CH3:16])[CH3:15].[BH4-].[Na+].[Cl-].[NH4+].